Dataset: Acute oral toxicity (LD50) regression data from Zhu et al.. Task: Regression/Classification. Given a drug SMILES string, predict its toxicity properties. Task type varies by dataset: regression for continuous values (e.g., LD50, hERG inhibition percentage) or binary classification for toxic/non-toxic outcomes (e.g., AMES mutagenicity, cardiotoxicity, hepatotoxicity). Dataset: ld50_zhu. (1) The compound is N#CC(N=Nc1ccc(C(F)(F)F)cc1)=NNc1ccc(C(F)(F)F)cc1. The rat oral LD50 is 2.80, given as -log10 of the dose in mol/kg body weight (higher means more acutely toxic). (2) The rat oral LD50 is 1.84, given as -log10 of the dose in mol/kg body weight (higher means more acutely toxic). The molecule is O=[N+]([O-])c1ccc(O)c(N=Nc2c(S(=O)(=O)O)cc3cc(S(=O)(=O)O)cc(Nc4nc(Cl)nc(Cl)n4)c3c2O)c1. (3) The drug is CCOC(CC)(C1=NCCCN1)c1ccccc1. The rat oral LD50 is 2.52, given as -log10 of the dose in mol/kg body weight (higher means more acutely toxic). (4) The compound is S=C=Nc1cccc2ccccc12. The rat oral LD50 is 2.97, given as -log10 of the dose in mol/kg body weight (higher means more acutely toxic). (5) The molecule is NS(=O)(=O)c1ccc(NC(=O)c2cc(=O)c3ccccc3o2)cc1. The rat oral LD50 is 1.84, given as -log10 of the dose in mol/kg body weight (higher means more acutely toxic). (6) The drug is C#CCOP(=O)(OCC(C)C)c1ccccc1. The rat oral LD50 is 2.62, given as -log10 of the dose in mol/kg body weight (higher means more acutely toxic). (7) The compound is C(CC1CO1)OCCC1CO1. The rat oral LD50 is 2.17, given as -log10 of the dose in mol/kg body weight (higher means more acutely toxic).